This data is from Catalyst prediction with 721,799 reactions and 888 catalyst types from USPTO. The task is: Predict which catalyst facilitates the given reaction. (1) Reactant: [NH:1]1[CH2:6][CH2:5][CH2:4][C@@H:3]([NH:7][C:8](=[O:15])[C:9]2[CH:14]=[CH:13][CH:12]=[CH:11][CH:10]=2)[CH2:2]1.[C:16]([N:21]1[CH2:26][CH2:25][C:24](=O)[CH2:23][CH2:22]1)([O:18][CH2:19][CH3:20])=[O:17].[N-]=C=O. Product: [C:8]([NH:7][C@@H:3]1[CH2:4][CH2:5][CH2:6][N:1]([CH:24]2[CH2:25][CH2:26][N:21]([C:16]([O:18][CH2:19][CH3:20])=[O:17])[CH2:22][CH2:23]2)[CH2:2]1)(=[O:15])[C:9]1[CH:10]=[CH:11][CH:12]=[CH:13][CH:14]=1. The catalyst class is: 9. (2) Reactant: [C:1](Cl)([CH3:3])=[O:2].[CH3:5][N:6]1[C:14]2[CH:13]=[C:12]([N:15]3[CH:20]=[CH:19][C:18]([C:21]4[CH:26]=[CH:25][C:24]([C:27]([F:30])([F:29])[F:28])=[CH:23][N:22]=4)=[CH:17][C:16]3=[O:31])[CH:11]=[CH:10][C:9]=2[C:8]2[CH2:32][NH:33][CH2:34][CH2:35][C:7]1=2.CCN(CC)CC.O. Product: [C:1]([N:33]1[CH2:34][CH2:35][C:7]2[N:6]([CH3:5])[C:14]3[CH:13]=[C:12]([N:15]4[CH:20]=[CH:19][C:18]([C:21]5[CH:26]=[CH:25][C:24]([C:27]([F:28])([F:30])[F:29])=[CH:23][N:22]=5)=[CH:17][C:16]4=[O:31])[CH:11]=[CH:10][C:9]=3[C:8]=2[CH2:32]1)(=[O:2])[CH3:3]. The catalyst class is: 79.